Dataset: Full USPTO retrosynthesis dataset with 1.9M reactions from patents (1976-2016). Task: Predict the reactants needed to synthesize the given product. The reactants are: Br[C:2]1[CH:7]=[CH:6][CH:5]=[CH:4][C:3]=1[CH2:8][C:9]([OH:11])=[O:10].[Cl:12][C:13]1[CH:14]=[C:15]([CH:17]=[CH:18][C:19]=1[O:20][CH3:21])[NH2:16]. Given the product [Cl:12][C:13]1[CH:14]=[C:15]([NH:16][C:2]2[CH:7]=[CH:6][CH:5]=[CH:4][C:3]=2[CH2:8][C:9]([OH:11])=[O:10])[CH:17]=[CH:18][C:19]=1[O:20][CH3:21], predict the reactants needed to synthesize it.